The task is: Predict the product of the given reaction.. This data is from Forward reaction prediction with 1.9M reactions from USPTO patents (1976-2016). (1) Given the reactants [C:1]([C:3]1[CH:8]=[CH:7][C:6]([NH:9][C:10]([CH:12]2[NH:16][CH:15]([CH2:17][C:18]([CH3:21])([CH3:20])[CH3:19])[C:14]3([C:29]4[C:24](=[CH:25][C:26]([Br:30])=[CH:27][CH:28]=4)[NH:23][C:22]3=[O:31])[CH:13]2[C:32]2[CH:37]=[CH:36][CH:35]=[C:34]([Cl:38])[C:33]=2[F:39])=[O:11])=[C:5]([O:40][CH3:41])[CH:4]=1)#[N:2].[OH:42]O.[OH-].[Na+], predict the reaction product. The product is: [C:1]([C:3]1[CH:8]=[CH:7][C:6]([NH:9][C:10]([CH:12]2[NH:16][CH:15]([CH2:17][C:18]([CH3:21])([CH3:20])[CH3:19])[C:14]3([C:29]4[C:24](=[CH:25][C:26]([Br:30])=[CH:27][CH:28]=4)[NH:23][C:22]3=[O:31])[CH:13]2[C:32]2[CH:37]=[CH:36][CH:35]=[C:34]([Cl:38])[C:33]=2[F:39])=[O:11])=[C:5]([O:40][CH3:41])[CH:4]=1)(=[O:42])[NH2:2]. (2) The product is: [CH3:36][O:35][CH2:34][C@H:30]1[CH2:31][CH2:32][CH2:33][N:29]1[C:5]1[NH:4][C:3](=[O:2])[C:8]([C:9]2[CH:14]=[CH:13][C:12]([O:15][C:16]3[CH:21]=[CH:20][N:19]=[C:18]([C:22]4[CH:23]=[N:24][N:25]([CH3:27])[CH:26]=4)[CH:17]=3)=[C:11]([CH3:28])[N:10]=2)=[CH:7][N:6]=1. Given the reactants C[O:2][C:3]1[C:8]([C:9]2[CH:14]=[CH:13][C:12]([O:15][C:16]3[CH:21]=[CH:20][N:19]=[C:18]([C:22]4[CH:23]=[N:24][N:25]([CH3:27])[CH:26]=4)[CH:17]=3)=[C:11]([CH3:28])[N:10]=2)=[CH:7][N:6]=[C:5]([N:29]2[CH2:33][CH2:32][CH2:31][C@@H:30]2[CH2:34][O:35][CH3:36])[N:4]=1.Br.CCOCC, predict the reaction product. (3) Given the reactants F[C:2]1[C:7]([C:8]([OH:10])=O)=[CH:6][CH:5]=[C:4]([F:11])[N:3]=1.Cl.[F:13][C:14]([F:30])([F:29])[O:15][C:16]1[CH:17]=[C:18]([CH2:22][CH2:23][O:24][CH2:25][C:26]([NH2:28])=[NH:27])[CH:19]=[CH:20][CH:21]=1, predict the reaction product. The product is: [F:11][C:4]1[CH:5]=[CH:6][C:7]2[C:8](=[O:10])[NH:28][C:26]([CH2:25][O:24][CH2:23][CH2:22][C:18]3[CH:19]=[CH:20][CH:21]=[C:16]([O:15][C:14]([F:13])([F:29])[F:30])[CH:17]=3)=[N:27][C:2]=2[N:3]=1. (4) Given the reactants O[CH:2]=[C:3]1[C:11]2[C:6](=[CH:7][C:8]([C:12]([C:14]3[CH:15]=[C:16]([NH:20][C:21]([C:23]4[N:24]([CH3:29])[N:25]=[C:26]([CH3:28])[CH:27]=4)=[O:22])[CH:17]=[CH:18][CH:19]=3)=[O:13])=[CH:9][CH:10]=2)[NH:5][C:4]1=[O:30].C1COCC1.[NH2:36][C:37]1[CH:45]=[CH:44][C:40]([C:41]([OH:43])=[O:42])=[CH:39][CH:38]=1.[O-]S([O-])(=O)=O.[Na+].[Na+], predict the reaction product. The product is: [CH3:29][N:24]1[C:23]([C:21]([NH:20][C:16]2[CH:15]=[C:14]([CH:19]=[CH:18][CH:17]=2)[C:12]([C:8]2[CH:7]=[C:6]3[C:11]([C:3](=[CH:2][NH:36][C:37]4[CH:45]=[CH:44][C:40]([C:41]([OH:43])=[O:42])=[CH:39][CH:38]=4)[C:4](=[O:30])[NH:5]3)=[CH:10][CH:9]=2)=[O:13])=[O:22])=[CH:27][C:26]([CH3:28])=[N:25]1.